From a dataset of Full USPTO retrosynthesis dataset with 1.9M reactions from patents (1976-2016). Predict the reactants needed to synthesize the given product. (1) Given the product [CH3:6][C:7]1([NH:20][C:18](=[O:16])[CH3:19])[CH:12]2[CH2:13][CH2:14][N:9]([CH2:10][CH2:11]2)[CH2:8]1, predict the reactants needed to synthesize it. The reactants are: S(=O)(=O)(O)O.[CH3:6][C:7]1(O)[CH:12]2[CH2:13][CH2:14][N:9]([CH2:10][CH2:11]2)[CH2:8]1.[OH-:16].[Na+].[C:18](#[N:20])[CH3:19]. (2) Given the product [F:1][C:2]([F:29])([F:28])[CH:3]([C:19]1[CH:20]=[C:21]([Cl:27])[C:22]([Cl:26])=[C:23]([Cl:25])[CH:24]=1)/[CH:4]=[CH:5]/[C:6]1[CH:14]=[CH:13][C:9]([C:10]([NH:37][NH:36][C:34](=[O:35])[CH2:33][CH2:32][C:31]([F:39])([F:38])[F:30])=[O:11])=[C:8]([C:15]([F:16])([F:18])[F:17])[CH:7]=1, predict the reactants needed to synthesize it. The reactants are: [F:1][C:2]([F:29])([F:28])[CH:3]([C:19]1[CH:24]=[C:23]([Cl:25])[C:22]([Cl:26])=[C:21]([Cl:27])[CH:20]=1)/[CH:4]=[CH:5]/[C:6]1[CH:14]=[CH:13][C:9]([C:10](Cl)=[O:11])=[C:8]([C:15]([F:18])([F:17])[F:16])[CH:7]=1.[F:30][C:31]([F:39])([F:38])[CH2:32][CH2:33][C:34]([NH:36][NH2:37])=[O:35].CN1CCOCC1.